From a dataset of Forward reaction prediction with 1.9M reactions from USPTO patents (1976-2016). Predict the product of the given reaction. Given the reactants [Cl:1][C:2]1[CH:12]=[C:11]([C:13]2[N:18]=[C:17]3[N:19]([CH2:22][C:23]4[CH:24]=[C:25]5[C:30](=[CH:31][CH:32]=4)[N:29]=[CH:28][CH:27]=[CH:26]5)[N:20]=[N:21][C:16]3=[CH:15][CH:14]=2)[CH:10]=[CH:9][C:3]=1[C:4]([NH:6]CC)=[O:5].ClC1C=CC=C(C(OO)=[O:41])C=1, predict the reaction product. The product is: [C:4]([C:3]1[CH:9]=[CH:10][C:11]([C:13]2[N:18]=[C:17]3[N:19]([CH2:22][C:23]4[CH:24]=[C:25]5[C:30](=[CH:31][CH:32]=4)[N+:29]([O-:41])=[CH:28][CH:27]=[CH:26]5)[N:20]=[N:21][C:16]3=[CH:15][CH:14]=2)=[CH:12][C:2]=1[Cl:1])(=[O:5])[NH2:6].